From a dataset of CYP2D6 inhibition data for predicting drug metabolism from PubChem BioAssay. Regression/Classification. Given a drug SMILES string, predict its absorption, distribution, metabolism, or excretion properties. Task type varies by dataset: regression for continuous measurements (e.g., permeability, clearance, half-life) or binary classification for categorical outcomes (e.g., BBB penetration, CYP inhibition). Dataset: cyp2d6_veith. (1) The molecule is O=C(CCC(=O)OCc1ccc(C(=O)Oc2ccccc2)cc1)Nc1cccc2ccccc12. The result is 0 (non-inhibitor). (2) The compound is CCC(=O)Nc1ccccc1C(=O)OCC(=O)c1ccccc1. The result is 0 (non-inhibitor). (3) The drug is CN(CCCNC(=O)c1ccc(/C=N/O)nc1)CCCN(C)Cc1ccccc1. The result is 1 (inhibitor). (4) The molecule is COc1ccc(Oc2ncc3nc(-c4ccc(F)cc4)c(=O)n(C4CC4)c3n2)cc1. The result is 0 (non-inhibitor). (5) The compound is Cc1cc(C)c(C#N)c(Oc2ccc(F)cc2)n1. The result is 0 (non-inhibitor). (6) The result is 0 (non-inhibitor). The molecule is C[C@]12C(=O)OC(=O)[C@@]1(C)[C@@H]1CC[C@H]2O1. (7) The molecule is CN1[C@@H]2CC(OC(=O)[C@@H](CO)c3ccccc3)C[C@@H]1[C@H]1O[C@H]12. The result is 0 (non-inhibitor).